From a dataset of Reaction yield outcomes from USPTO patents with 853,638 reactions. Predict the reaction yield, written as a fraction of the theoretical maximum amount of product (1.0 means a 100% yield; for example, 0.34 means a 34% yield). (1) The reactants are Cl.[Cl:2]C1C=CC=CC=1NC(NC1C=CC(C2SC(C3CCNCC3)=NC=2)=CC=1)=O.[F:30][C:31]1[CH:36]=[C:35]([F:37])[CH:34]=[CH:33][C:32]=1[NH:38][C:39](=[O:65])[NH:40][C:41]1[CH:46]=[CH:45][C:44]([C:47]2[S:51][C:50]([CH:52]3[CH2:57][CH2:56][N:55](C(OC(C)(C)C)=O)[CH2:54][CH2:53]3)=[N:49][CH:48]=2)=[CH:43][CH:42]=1.Cl. The catalyst is O1CCOCC1. The product is [ClH:2].[F:30][C:31]1[CH:36]=[C:35]([F:37])[CH:34]=[CH:33][C:32]=1[NH:38][C:39]([NH:40][C:41]1[CH:42]=[CH:43][C:44]([C:47]2[S:51][C:50]([CH:52]3[CH2:57][CH2:56][NH:55][CH2:54][CH2:53]3)=[N:49][CH:48]=2)=[CH:45][CH:46]=1)=[O:65]. The yield is 0.870. (2) The reactants are Br[C:2]1[CH:3]=[C:4]([F:9])[C:5]([F:8])=[N:6][CH:7]=1.[CH3:10][N:11]1[CH:15]=[C:14](B2OC(C)(C)C(C)(C)O2)[CH:13]=[N:12]1.C([O-])([O-])=O.[Na+].[Na+]. The catalyst is CN(C=O)C.C1C=CC([P]([Pd]([P](C2C=CC=CC=2)(C2C=CC=CC=2)C2C=CC=CC=2)([P](C2C=CC=CC=2)(C2C=CC=CC=2)C2C=CC=CC=2)[P](C2C=CC=CC=2)(C2C=CC=CC=2)C2C=CC=CC=2)(C2C=CC=CC=2)C2C=CC=CC=2)=CC=1. The product is [F:8][C:5]1[C:4]([F:9])=[CH:3][C:2]([C:14]2[CH:13]=[N:12][N:11]([CH3:10])[CH:15]=2)=[CH:7][N:6]=1. The yield is 0.574. (3) The reactants are [CH3:1][C:2]1[CH:7]=[CH:6][C:5]([S:8]([O:11][CH2:12][C@H:13]([O:16][C:17]2[C:22]([CH:23]=CC)=[CH:21][C:20]([F:26])=[CH:19][C:18]=2[C:27]2[CH:32]=[CH:31][CH:30]=[CH:29][C:28]=2C2C=CC=CC=2)[CH:14]=C)(=[O:10])=[O:9])=[CH:4][CH:3]=1.Cl[CH2:40][CH2:41]Cl. The catalyst is C(P(C1CCCCC1)(C1CCCCC1)C1CCCCC1)(P(C1CCCCC1)(C1CCCCC1)C1CCCCC1)C1C=CC=CC=1.Cl[Ru]Cl. The product is [CH3:1][C:2]1[CH:7]=[CH:6][C:5]([S:8]([O:11][CH2:12][C@H:13]2[CH:14]=[CH:23][C:22]3[C:17](=[C:18]([C:27]4[CH:28]=[CH:29][CH:30]=[CH:31][C:32]=4[C:41]4[CH:40]=[CH:4][CH:3]=[CH:2][CH:1]=4)[CH:19]=[C:20]([F:26])[CH:21]=3)[O:16]2)(=[O:10])=[O:9])=[CH:4][CH:3]=1. The yield is 0.820. (4) The yield is 1.00. The product is [Cl:1][C:2]1[CH:3]=[C:4]([NH:9][C:10]2[C:19]3[C:14](=[CH:15][CH:16]=[C:17]([NH:20][CH2:21][C:22]([OH:24])=[O:23])[CH:18]=3)[N:13]=[CH:12][C:11]=2[C:27]#[N:28])[CH:5]=[CH:6][C:7]=1[F:8]. The reactants are [Cl:1][C:2]1[CH:3]=[C:4]([NH:9][C:10]2[C:19]3[C:14](=[CH:15][CH:16]=[C:17]([NH:20][CH2:21][C:22]([O:24]CC)=[O:23])[CH:18]=3)[N:13]=[CH:12][C:11]=2[C:27]#[N:28])[CH:5]=[CH:6][C:7]=1[F:8].[OH-].[Li+]. The catalyst is C1COCC1.CO.